From a dataset of Forward reaction prediction with 1.9M reactions from USPTO patents (1976-2016). Predict the product of the given reaction. (1) Given the reactants [S-2:1].[Na+].[Na+].Cl[C:5]1[CH:12]=[CH:11][C:8]([C:9]#[N:10])=[CH:7][CH:6]=1.Br[C:14]([CH3:23])([CH3:22])[C:15]([O:17][C:18]([CH3:21])([CH3:20])[CH3:19])=[O:16], predict the reaction product. The product is: [C:9]([C:8]1[CH:11]=[CH:12][C:5]([S:1][C:14]([CH3:23])([CH3:22])[C:15]([O:17][C:18]([CH3:21])([CH3:20])[CH3:19])=[O:16])=[CH:6][CH:7]=1)#[N:10]. (2) Given the reactants [H-].[Na+].[CH3:3][N:4]1[CH2:17][CH2:16][C:7]2[NH:8][C:9]3[CH:10]=[CH:11][C:12]([CH3:15])=[CH:13][C:14]=3[C:6]=2[CH2:5]1.[F:18][C:19]1[CH:20]=[C:21]([C:27]2([CH3:30])[CH2:29][O:28]2)[CH:22]=[CH:23][C:24]=1[O:25][CH3:26], predict the reaction product. The product is: [CH3:3][N:4]1[CH2:17][CH2:16][C:7]2[N:8]([CH2:30][C:27]([C:21]3[CH:22]=[CH:23][C:24]([O:25][CH3:26])=[C:19]([F:18])[CH:20]=3)([OH:28])[CH3:29])[C:9]3[CH:10]=[CH:11][C:12]([CH3:15])=[CH:13][C:14]=3[C:6]=2[CH2:5]1. (3) Given the reactants [CH2:1]1COC[CH2:2]1.[OH:6][C:7]1[C:12](/[CH:13]=[CH:14]/[CH3:15])=[CH:11][CH:10]=[CH:9][C:8]=1[C:16](=[O:18])[CH3:17].C(Cl)(=O)C, predict the reaction product. The product is: [CH3:1][C:2]1[O:6][C:7]2[C:8]([C:16](=[O:18])[CH:17]=1)=[CH:9][CH:10]=[CH:11][C:12]=2/[CH:13]=[CH:14]/[CH3:15]. (4) The product is: [N+:1]([C:4]1[CH:12]=[C:11]2[C:7]([CH2:8][CH2:9][CH:10]2[NH:30][C:29]2[CH:31]=[CH:32][C:26]([C:25]([F:24])([F:33])[F:34])=[CH:27][CH:28]=2)=[CH:6][C:5]=1[NH:14][C:15](=[O:23])[CH2:16][CH2:17][CH:18]1[CH2:22][CH2:21][CH2:20][CH2:19]1)([O-:3])=[O:2]. Given the reactants [N+:1]([C:4]1[CH:12]=[C:11]2[C:7]([CH2:8][CH2:9][C:10]2=O)=[CH:6][C:5]=1[NH:14][C:15](=[O:23])[CH2:16][CH2:17][CH:18]1[CH2:22][CH2:21][CH2:20][CH2:19]1)([O-:3])=[O:2].[F:24][C:25]([F:34])([F:33])[C:26]1[CH:32]=[CH:31][C:29]([NH2:30])=[CH:28][CH:27]=1.[B][B][B][B][B][B][B][B][B][B], predict the reaction product.